Dataset: Reaction yield outcomes from USPTO patents with 853,638 reactions. Task: Predict the reaction yield, written as a fraction of the theoretical maximum amount of product (1.0 means a 100% yield; for example, 0.34 means a 34% yield). (1) The reactants are Br[C:2]1[CH:3]=[C:4]([CH:9]=[CH:10][C:11]=1[O:12][CH:13]1[CH2:18][CH2:17][CH2:16][CH2:15][O:14]1)[C:5]([O:7][CH3:8])=[O:6].CO[C:21]1C=CC=[C:25](OC)[C:26]=1[C:27]1C=CC=CC=1P(C1CCCCC1)C1CCCCC1.P([O-])([O-])([O-])=O.[K+].[K+].[K+].CN(C=O)C.O. The catalyst is C([O-])(=O)C.[Pd+2].C([O-])(=O)C. The product is [CH3:25][C:26]([CH3:27])=[CH:21][C:2]1[CH:3]=[C:4]([CH:9]=[CH:10][C:11]=1[O:12][CH:13]1[CH2:18][CH2:17][CH2:16][CH2:15][O:14]1)[C:5]([O:7][CH3:8])=[O:6]. The yield is 1.00. (2) The reactants are F[C:2]1[CH:9]=[CH:8][C:5]([C:6]#[N:7])=[CH:4][CH:3]=1.[CH2:10]([O:12][C:13]1[CH:14]=[C:15]([CH:24]=[CH:25][C:26]=1[O:27][CH3:28])[CH2:16][N:17]1[CH2:22][CH2:21][CH:20]([NH2:23])[CH2:19][CH2:18]1)[CH3:11]. The catalyst is CC(N(C)C)=O. The product is [CH2:10]([O:12][C:13]1[CH:14]=[C:15]([CH:24]=[CH:25][C:26]=1[O:27][CH3:28])[CH2:16][N:17]1[CH2:18][CH2:19][CH:20]([NH:23][C:2]2[CH:9]=[CH:8][C:5]([C:6]#[N:7])=[CH:4][CH:3]=2)[CH2:21][CH2:22]1)[CH3:11]. The yield is 0.160.